Dataset: NCI-60 drug combinations with 297,098 pairs across 59 cell lines. Task: Regression. Given two drug SMILES strings and cell line genomic features, predict the synergy score measuring deviation from expected non-interaction effect. (1) Drug 1: C1CC(C1)(C(=O)O)C(=O)O.[NH2-].[NH2-].[Pt+2]. Drug 2: C1C(C(OC1N2C=NC(=NC2=O)N)CO)O. Cell line: RPMI-8226. Synergy scores: CSS=38.8, Synergy_ZIP=-1.03, Synergy_Bliss=-0.261, Synergy_Loewe=-14.8, Synergy_HSA=3.72. (2) Drug 1: C#CCC(CC1=CN=C2C(=N1)C(=NC(=N2)N)N)C3=CC=C(C=C3)C(=O)NC(CCC(=O)O)C(=O)O. Drug 2: CC(C)CN1C=NC2=C1C3=CC=CC=C3N=C2N. Cell line: MDA-MB-231. Synergy scores: CSS=0.845, Synergy_ZIP=0.118, Synergy_Bliss=1.28, Synergy_Loewe=-0.206, Synergy_HSA=-0.106.